This data is from Reaction yield outcomes from USPTO patents with 853,638 reactions. The task is: Predict the reaction yield, written as a fraction of the theoretical maximum amount of product (1.0 means a 100% yield; for example, 0.34 means a 34% yield). (1) The reactants are Cl[C:2]1[N:7]=[CH:6][C:5]([Cl:8])=[CH:4][N:3]=1.[CH3:9][C:10]1[CH:11]=[C:12]([CH:14]=[C:15]([C:17]2[S:21][CH:20]=[N:19][CH:18]=2)[CH:16]=1)[NH2:13].CC1(C)C2C(=C(P(C3C=CC=CC=3)C3C=CC=CC=3)C=CC=2)OC2C(P(C3C=CC=CC=3)C3C=CC=CC=3)=CC=CC1=2.C(=O)([O-])[O-].[Cs+].[Cs+]. The catalyst is [Cl-].[Na+].O.O. The product is [Cl:8][C:5]1[CH:4]=[N:3][C:2]([NH:13][C:12]2[CH:14]=[C:15]([C:17]3[S:21][CH:20]=[N:19][CH:18]=3)[CH:16]=[C:10]([CH3:9])[CH:11]=2)=[N:7][CH:6]=1. The yield is 0.730. (2) The reactants are [Cl:1][C:2]1[CH:3]=[C:4](/[C:9](/[C:31]([F:34])([F:33])[F:32])=[CH:10]/[C:11]([C:14]2[CH:15]=[C:16]3[C:20](=[CH:21][CH:22]=2)[CH:19]([NH:23][C:24](=[O:30])[CH2:25][CH:26]([O:28][CH3:29])[CH3:27])[CH2:18][CH2:17]3)=[N:12][OH:13])[CH:5]=[C:6]([Cl:8])[CH:7]=1.[H-].[Na+].[CH3:37][O:38][CH2:39]Cl. The catalyst is O1CCCC1. The product is [Cl:1][C:2]1[CH:3]=[C:4](/[C:9](/[C:31]([F:34])([F:32])[F:33])=[CH:10]/[C:11]([C:14]2[CH:15]=[C:16]3[C:20](=[CH:21][CH:22]=2)[CH:19]([NH:23][C:24](=[O:30])[CH2:25][CH:26]([O:28][CH3:29])[CH3:27])[CH2:18][CH2:17]3)=[N:12][O:13][CH2:37][O:38][CH3:39])[CH:5]=[C:6]([Cl:8])[CH:7]=1. The yield is 0.540. (3) The reactants are [CH:1]1([CH2:4][C:5]([F:36])([F:35])[CH2:6][C@H:7]([NH:22][CH2:23][C:24]([F:34])([F:33])[O:25][C:26]2[CH:31]=[CH:30][C:29]([F:32])=[CH:28][CH:27]=2)[C:8]([NH:10][C@@H:11]([CH2:20][CH3:21])[CH:12]([OH:19])[C:13]([NH:15][CH:16]2[CH2:18][CH2:17]2)=[O:14])=[O:9])[CH2:3][CH2:2]1.CC(OI1(OC(C)=O)(OC(C)=O)OC(=O)C2C=CC=CC1=2)=O.C(=O)(O)[O-].[Na+].S([O-])([O-])(=O)=S.[Na+].[Na+]. The catalyst is CN1CCCC1. The product is [CH:1]1([CH2:4][C:5]([F:36])([F:35])[CH2:6][C@H:7]([NH:22][CH2:23][C:24]([F:33])([F:34])[O:25][C:26]2[CH:31]=[CH:30][C:29]([F:32])=[CH:28][CH:27]=2)[C:8]([NH:10][C@@H:11]([CH2:20][CH3:21])[C:12](=[O:19])[C:13]([NH:15][CH:16]2[CH2:17][CH2:18]2)=[O:14])=[O:9])[CH2:3][CH2:2]1. The yield is 0.760. (4) The reactants are [CH3:1][C:2]1[N:3]=[C:4]([C:19]2[CH:24]=[CH:23][CH:22]=[CH:21][C:20]=2[O:25]CC2C=CC=CC=2)[N:5]([CH2:11][CH2:12][C:13]2[CH:18]=[CH:17][CH:16]=[CH:15][CH:14]=2)[C:6](=[O:10])[C:7]=1[C:8]#[N:9]. The catalyst is C(O)C.[Pd]. The product is [OH:25][C:20]1[CH:21]=[CH:22][CH:23]=[CH:24][C:19]=1[C:4]1[N:5]([CH2:11][CH2:12][C:13]2[CH:14]=[CH:15][CH:16]=[CH:17][CH:18]=2)[C:6](=[O:10])[C:7]([C:8]#[N:9])=[C:2]([CH3:1])[N:3]=1. The yield is 0.890. (5) The reactants are [C:1](Cl)(=O)[C:2]1[CH:7]=[CH:6][CH:5]=[CH:4][CH:3]=1.C([O-])([O-])=O.[Na+].[Na+].[NH2:16][C:17]1[CH:25]=[CH:24][C:23]([Cl:26])=[CH:22][C:18]=1[C:19]([OH:21])=[O:20].O. The catalyst is C1COCC1. The product is [Cl:26][C:23]1[CH:24]=[CH:25][C:17]2[N:16]=[C:1]([C:2]3[CH:7]=[CH:6][CH:5]=[CH:4][CH:3]=3)[O:20][C:19](=[O:21])[C:18]=2[CH:22]=1. The yield is 0.920. (6) The catalyst is CC(C)=O.[Cl-].[Na+].O. The reactants are [CH2:1]([O:4][C:5]([NH:7][C:8]1[CH:13]=[C:12]([CH:14]([OH:16])[CH3:15])[CH:11]=[CH:10][C:9]=1[CH2:17][C:18]([O:20][CH2:21][CH3:22])=[O:19])=[O:6])[CH:2]=[CH2:3].CC(C)=O.OS(O)(=O)=O.O=[Cr](=O)=O.C(=O)([O-])O.[Na+]. The yield is 0.850. The product is [C:14]([C:12]1[CH:11]=[CH:10][C:9]([CH2:17][C:18]([O:20][CH2:21][CH3:22])=[O:19])=[C:8]([NH:7][C:5]([O:4][CH2:1][CH:2]=[CH2:3])=[O:6])[CH:13]=1)(=[O:16])[CH3:15]. (7) The reactants are [CH:1]([C:4]1[O:5][C:6]([C:9]2[CH:14]=[CH:13][CH:12]=[C:11]([N+:15]([O-])=O)[CH:10]=2)=[N:7][N:8]=1)([CH3:3])[CH3:2].[Cl-].[NH4+]. The catalyst is C(O)C.CCOC(C)=O.[Zn]. The product is [CH:1]([C:4]1[O:5][C:6]([C:9]2[CH:10]=[C:11]([CH:12]=[CH:13][CH:14]=2)[NH2:15])=[N:7][N:8]=1)([CH3:3])[CH3:2]. The yield is 0.910. (8) The reactants are [CH3:1][C:2]1[CH:7]=[C:6]([CH3:8])[C:5]([S:9][CH2:10][C:11]([F:14])([F:13])[F:12])=[CH:4][C:3]=1[OH:15].ClC1C=CC=C(C(OO)=[O:24])C=1.S([O-])([O-])(=O)=S.[Na+].[Na+]. The catalyst is C(Cl)(Cl)Cl. The product is [CH3:1][C:2]1[CH:7]=[C:6]([CH3:8])[C:5]([S:9]([CH2:10][C:11]([F:14])([F:13])[F:12])=[O:24])=[CH:4][C:3]=1[OH:15]. The yield is 0.770. (9) The reactants are Br[C:2]1[CH:3]=[CH:4][C:5]([F:22])=[C:6]([C:8]2[N:13]=[C:12]([C:14]([NH2:16])=[O:15])[C:11]([NH:17][CH2:18][CH2:19][O:20][CH3:21])=[CH:10][CH:9]=2)[CH:7]=1.[C:23]([C@:25]1([OH:32])[CH2:29][CH2:28][N:27]([CH3:30])[C:26]1=[O:31])#[CH:24]. No catalyst specified. The product is [F:22][C:5]1[CH:4]=[CH:3][C:2]([C:24]#[C:23][C@:25]2([OH:32])[CH2:29][CH2:28][N:27]([CH3:30])[C:26]2=[O:31])=[CH:7][C:6]=1[C:8]1[N:13]=[C:12]([C:14]([NH2:16])=[O:15])[C:11]([NH:17][CH2:18][CH2:19][O:20][CH3:21])=[CH:10][CH:9]=1. The yield is 0.0130.